This data is from Forward reaction prediction with 1.9M reactions from USPTO patents (1976-2016). The task is: Predict the product of the given reaction. (1) Given the reactants [CH2:1]([S:3]([N:6]1[CH2:11][CH2:10][CH:9]([C:12]2[C:20]3[C:15](=[C:16]([C:30]([NH2:32])=[O:31])[CH:17]=[C:18](B4OC(C)(C)C(C)(C)O4)[CH:19]=3)[NH:14][CH:13]=2)[CH2:8][CH2:7]1)(=[O:5])=[O:4])[CH3:2].Cl.Br[C:35]1[CH:36]=[C:37]2[C:41](=[CH:42][CH:43]=1)[CH2:40][NH:39][CH2:38]2.C(=O)([O-])[O-].[Cs+].[Cs+], predict the reaction product. The product is: [CH2:38]1[C:37]2[C:41](=[CH:42][C:43]([C:18]3[CH:19]=[C:20]4[C:15](=[C:16]([C:30]([NH2:32])=[O:31])[CH:17]=3)[NH:14][CH:13]=[C:12]4[CH:9]3[CH2:10][CH2:11][N:6]([S:3]([CH2:1][CH3:2])(=[O:4])=[O:5])[CH2:7][CH2:8]3)=[CH:35][CH:36]=2)[CH2:40][NH:39]1. (2) Given the reactants [NH:1]1[CH2:6][CH2:5][O:4][CH2:3][CH2:2]1.[OH-].[Na+].Br[C:10]1[CH:18]=[CH:17][CH:16]=[C:15]2[C:11]=1[C:12]([CH2:24][N:25]([CH:33]1[CH2:35][CH2:34]1)[C:26](=[O:32])[O:27][C:28]([CH3:31])([CH3:30])[CH3:29])=[CH:13][N:14]2[CH2:19][CH2:20][CH2:21][O:22][CH3:23], predict the reaction product. The product is: [CH:33]1([N:25]([CH2:24][C:12]2[C:11]3[C:15](=[CH:16][CH:17]=[CH:18][C:10]=3[N:1]3[CH2:6][CH2:5][O:4][CH2:3][CH2:2]3)[N:14]([CH2:19][CH2:20][CH2:21][O:22][CH3:23])[CH:13]=2)[C:26](=[O:32])[O:27][C:28]([CH3:30])([CH3:31])[CH3:29])[CH2:35][CH2:34]1. (3) Given the reactants [Cl:1][C:2]1[CH:7]=[CH:6][C:5]([C:8]2[CH:13]=[C:12]([C:14]([F:17])([F:16])[F:15])[N:11]3[N:18]=[CH:19][C:20]([C:21]#[CH:22])=[C:10]3[N:9]=2)=[CH:4][C:3]=1[CH3:23].Br[C:25]1[CH:26]=[N:27][CH:28]=[CH:29][CH:30]=1, predict the reaction product. The product is: [Cl:1][C:2]1[CH:7]=[CH:6][C:5]([C:8]2[CH:13]=[C:12]([C:14]([F:15])([F:17])[F:16])[N:11]3[N:18]=[CH:19][C:20]([C:21]#[C:22][C:25]4[CH:26]=[N:27][CH:28]=[CH:29][CH:30]=4)=[C:10]3[N:9]=2)=[CH:4][C:3]=1[CH3:23]. (4) The product is: [CH2:24]([N:6]1[C:5](=[O:7])[C:4]2([CH2:12][CH2:11][CH:10]([NH:13][C:14](=[O:23])[O:15][CH2:16][C:17]3[CH:18]=[CH:19][CH:20]=[CH:21][CH:22]=3)[CH2:9][CH2:8]2)[NH:3][C:2]1=[O:1])[C:25]1[CH:30]=[CH:29][CH:28]=[CH:27][CH:26]=1. Given the reactants [O:1]=[C:2]1[NH:6][C:5](=[O:7])[C:4]2([CH2:12][CH2:11][CH:10]([NH:13][C:14](=[O:23])[O:15][CH2:16][C:17]3[CH:22]=[CH:21][CH:20]=[CH:19][CH:18]=3)[CH2:9][CH2:8]2)[NH:3]1.[CH2:24](Br)[C:25]1[CH:30]=[CH:29][CH:28]=[CH:27][CH:26]=1.C([O-])([O-])=O.[K+].[K+], predict the reaction product.